Dataset: Forward reaction prediction with 1.9M reactions from USPTO patents (1976-2016). Task: Predict the product of the given reaction. (1) Given the reactants CC([O-])(C)C.[Na+].[C:7]([O:11][C:12]([N:14]1[CH2:18][C@H:17]([CH2:19][C:20]2[CH:25]=[CH:24][CH:23]=[C:22]([CH:26]([CH3:28])[CH3:27])[CH:21]=2)[C@H:16]([CH2:29][NH:30][C:31]2[CH:36]=[CH:35][C:34]([Cl:37])=[CH:33][CH:32]=2)[CH2:15]1)=[O:13])([CH3:10])([CH3:9])[CH3:8].Br[C:39]1[CH:44]=[CH:43][CH:42]=[CH:41][CH:40]=1, predict the reaction product. The product is: [C:7]([O:11][C:12]([N:14]1[CH2:18][C@H:17]([CH2:19][C:20]2[CH:25]=[CH:24][CH:23]=[C:22]([CH:26]([CH3:28])[CH3:27])[CH:21]=2)[C@H:16]([CH2:29][N:30]([C:31]2[CH:32]=[CH:33][C:34]([Cl:37])=[CH:35][CH:36]=2)[C:39]2[CH:44]=[CH:43][CH:42]=[CH:41][CH:40]=2)[CH2:15]1)=[O:13])([CH3:9])([CH3:10])[CH3:8]. (2) The product is: [CH:2]1([O:6][C:7]2[CH:12]=[CH:11][N:10]=[C:9]([CH2:13][C:14]([NH:48][C:49]3[N:54]=[N:53][C:52]([CH2:55][CH2:56][CH2:57][CH2:58][N:59]4[CH:63]=[C:62]([C:64]([NH:66][CH3:67])=[O:65])[N:61]=[N:60]4)=[CH:51][CH:50]=3)=[O:16])[CH:8]=2)[CH2:3][CH2:4][CH2:5]1. Given the reactants Cl.[CH:2]1([O:6][C:7]2[CH:12]=[CH:11][N:10]=[C:9]([CH2:13][C:14]([OH:16])=O)[CH:8]=2)[CH2:5][CH2:4][CH2:3]1.CN(C(ON1N=NC2C=CC=NC1=2)=[N+](C)C)C.F[P-](F)(F)(F)(F)F.FC(F)(F)C(O)=O.[NH2:48][C:49]1[N:54]=[N:53][C:52]([CH2:55][CH2:56][CH2:57][CH2:58][N:59]2[CH:63]=[C:62]([C:64]([NH:66][CH3:67])=[O:65])[N:61]=[N:60]2)=[CH:51][CH:50]=1.CN1CCOCC1, predict the reaction product. (3) Given the reactants [F:1][C:2]1[CH:11]=[CH:10][C:9]([O:12][CH2:13][CH2:14][CH3:15])=[C:8]2[C:3]=1[C:4](=[O:28])[C:5]([C:20]1[CH:25]=[CH:24][C:23]([O:26][CH3:27])=[CH:22][CH:21]=1)=[C:6]([C:16](OC)=[O:17])[NH:7]2.[OH-].[Na+], predict the reaction product. The product is: [F:1][C:2]1[CH:11]=[CH:10][C:9]([O:12][CH2:13][CH2:14][CH3:15])=[C:8]2[C:3]=1[C:4](=[O:28])[C:5]([C:20]1[CH:21]=[CH:22][C:23]([O:26][CH3:27])=[CH:24][CH:25]=1)=[C:6]([CH2:16][OH:17])[NH:7]2. (4) Given the reactants [CH2:1]([O:3][C:4](=[O:42])[CH2:5][C:6]1[CH:11]=[CH:10][CH:9]=[C:8]([O:12][C:13]2[CH:18]=[CH:17][C:16](B3OC(C)(C)C(C)(C)O3)=[CH:15][C:14]=2[CH2:28][N:29]2[C@@H:33]([CH3:34])[C@@H:32]([C:35]3[CH:40]=[CH:39][CH:38]=[CH:37][CH:36]=3)[O:31][C:30]2=[O:41])[CH:7]=1)[CH3:2].Cl[C:44]1[CH:52]=[CH:51][C:47]([C:48]([NH2:50])=[O:49])=[CH:46][N:45]=1, predict the reaction product. The product is: [CH2:1]([O:3][C:4](=[O:42])[CH2:5][C:6]1[CH:11]=[CH:10][CH:9]=[C:8]([O:12][C:13]2[CH:18]=[CH:17][C:16]([C:44]3[CH:52]=[CH:51][C:47]([C:48](=[O:49])[NH2:50])=[CH:46][N:45]=3)=[CH:15][C:14]=2[CH2:28][N:29]2[C@@H:33]([CH3:34])[C@@H:32]([C:35]3[CH:36]=[CH:37][CH:38]=[CH:39][CH:40]=3)[O:31][C:30]2=[O:41])[CH:7]=1)[CH3:2].